This data is from Reaction yield outcomes from USPTO patents with 853,638 reactions. The task is: Predict the reaction yield, written as a fraction of the theoretical maximum amount of product (1.0 means a 100% yield; for example, 0.34 means a 34% yield). (1) The reactants are [BH4-].[Na+].[C:3]([C:7]1[C:12]([N+:13]([O-])=O)=[CH:11][CH:10]=[C:9]([C:16]([CH3:19])([CH3:18])[CH3:17])[C:8]=1[OH:20])([CH3:6])([CH3:5])[CH3:4].O. The catalyst is CO.Cl[Ni]Cl. The product is [NH2:13][C:12]1[C:7]([C:3]([CH3:6])([CH3:5])[CH3:4])=[C:8]([OH:20])[C:9]([C:16]([CH3:17])([CH3:18])[CH3:19])=[CH:10][CH:11]=1. The yield is 0.780. (2) The reactants are [C:1]([C:5]1[NH:6][C:7]2[C:12]([CH:13]=1)=[CH:11][C:10]([N+:14]([O-])=O)=[CH:9][C:8]=2[CH2:17][OH:18])([CH3:4])([CH3:3])[CH3:2]. The product is [NH2:14][C:10]1[CH:11]=[C:12]2[C:7](=[C:8]([CH2:17][OH:18])[CH:9]=1)[NH:6][C:5]([C:1]([CH3:4])([CH3:3])[CH3:2])=[CH:13]2. The catalyst is [Ni].CO. The yield is 0.800. (3) The catalyst is C(Cl)(Cl)Cl.C(=O)([O-])[O-].[Ag+].[Ag+]. The product is [Br:1][C:2]1[C:11]2[CH2:10][CH2:9][CH2:8][CH2:7][C:6]=2[C:5]([O:12][CH3:14])=[N:4][C:3]=1[CH3:13]. The yield is 0.830. The reactants are [Br:1][C:2]1[C:11]2[CH2:10][CH2:9][CH2:8][CH2:7][C:6]=2[C:5](=[O:12])[NH:4][C:3]=1[CH3:13].[CH3:14]I. (4) The reactants are [CH2:1]([C:4]1[N:8]([CH2:9][C:10]2[CH:31]=[CH:30][C:13]3/[C:14](=[CH:23]/[C:24]4[NH:28][C:27](=[O:29])[O:26][N:25]=4)/[C:15]4[CH:22]=[CH:21][CH:20]=[CH:19][C:16]=4[CH2:17][CH2:18][C:12]=3[CH:11]=2)[C:7]2[CH:32]=[CH:33][CH:34]=[CH:35][C:6]=2[N:5]=1)[CH2:2][CH3:3].CO.[C:38]1(P(C2C=CC=CC=2)C2C=CC=CC=2)C=CC=CC=1.N(C(OC(C)(C)C)=O)=NC(OC(C)(C)C)=O. The catalyst is C1COCC1. The product is [CH2:1]([C:4]1[N:8]([CH2:9][C:10]2[CH:31]=[CH:30][C:13]3/[C:14](=[CH:23]/[C:24]4[N:28]([CH3:38])[C:27](=[O:29])[O:26][N:25]=4)/[C:15]4[CH:22]=[CH:21][CH:20]=[CH:19][C:16]=4[CH2:17][CH2:18][C:12]=3[CH:11]=2)[C:7]2[CH:32]=[CH:33][CH:34]=[CH:35][C:6]=2[N:5]=1)[CH2:2][CH3:3]. The yield is 0.920. (5) The reactants are [Cl:1][C:2]1[CH:7]=[CH:6][C:5]([NH:8][C:9]2[N:14]=[C:13](Cl)[N:12]=[C:11]([Cl:16])[N:10]=2)=[CH:4][CH:3]=1.C(=O)([O-])[O-].[K+].[K+].[NH2:23][C:24]1[CH:29]=[CH:28][CH:27]=[CH:26][CH:25]=1.C(OCC)(=O)C. The catalyst is C1(C)C=CC=CC=1.C1OCCOCCOCCOCCOCCOC1. The product is [Cl:16][C:11]1[N:10]=[C:9]([NH:8][C:5]2[CH:4]=[CH:3][C:2]([Cl:1])=[CH:7][CH:6]=2)[N:14]=[C:13]([NH:23][C:24]2[CH:29]=[CH:28][CH:27]=[CH:26][CH:25]=2)[N:12]=1. The yield is 0.460.